Dataset: Blood-brain barrier permeability classification from the B3DB database. Task: Regression/Classification. Given a drug SMILES string, predict its absorption, distribution, metabolism, or excretion properties. Task type varies by dataset: regression for continuous measurements (e.g., permeability, clearance, half-life) or binary classification for categorical outcomes (e.g., BBB penetration, CYP inhibition). Dataset: b3db_classification. (1) The molecule is Oc1ccc2c(c1)[C@]13CCN(CC4CC4)[C@H](C2)[C@@H]1CCOC3. The result is 1 (penetrates BBB). (2) The molecule is CC(=O)N1CCN(C(=O)Cc2ccc([S+](C)[O-])cc2)[C@@H](CN2CC[C@H](O)C2)C1. The result is 0 (does not penetrate BBB). (3) The molecule is CC(C)(CO)[C@@H](O)C(=O)NCCCO. The result is 0 (does not penetrate BBB).